From a dataset of Reaction yield outcomes from USPTO patents with 853,638 reactions. Predict the reaction yield, written as a fraction of the theoretical maximum amount of product (1.0 means a 100% yield; for example, 0.34 means a 34% yield). (1) The reactants are Br[C:2]1[CH:3]=[CH:4][C:5]2[O:6][C:7]([CH3:13])([CH3:12])[CH2:8][NH:9][C:10]=2[N:11]=1.[F:14][C:15]([F:26])([F:25])[C:16]1[CH:17]=[C:18](B(O)O)[CH:19]=[CH:20][CH:21]=1.C(=O)([O-])[O-].[Cs+].[Cs+]. The catalyst is COCCOC.O.C1C=CC([P]([Pd]([P](C2C=CC=CC=2)(C2C=CC=CC=2)C2C=CC=CC=2)([P](C2C=CC=CC=2)(C2C=CC=CC=2)C2C=CC=CC=2)[P](C2C=CC=CC=2)(C2C=CC=CC=2)C2C=CC=CC=2)(C2C=CC=CC=2)C2C=CC=CC=2)=CC=1. The product is [CH3:12][C:7]1([CH3:13])[O:6][C:5]2[CH:4]=[CH:3][C:2]([C:20]3[CH:19]=[CH:18][CH:17]=[C:16]([C:15]([F:26])([F:25])[F:14])[CH:21]=3)=[N:11][C:10]=2[NH:9][CH2:8]1. The yield is 0.890. (2) The reactants are [NH2:1][C:2]1[CH:3]=[C:4]([CH:21]=[CH:22][CH:23]=1)[O:5][C:6]1[CH:7]=[CH:8][C:9]2[N:10]([CH:12]=[C:13]([NH:15][C:16]([CH:18]3[CH2:20][CH2:19]3)=[O:17])[N:14]=2)[N:11]=1.[F:24][C:25]1[CH:33]=[CH:32][C:31]([C:34]([F:37])([F:36])[F:35])=[CH:30][C:26]=1[C:27](O)=[O:28].ON1C2C=CC=CC=2N=N1.Cl.C(N=C=NCCCN(C)C)C. The catalyst is CN(C)C=O. The product is [CH:18]1([C:16]([NH:15][C:13]2[N:14]=[C:9]3[CH:8]=[CH:7][C:6]([O:5][C:4]4[CH:3]=[C:2]([NH:1][C:27](=[O:28])[C:26]5[CH:30]=[C:31]([C:34]([F:35])([F:36])[F:37])[CH:32]=[CH:33][C:25]=5[F:24])[CH:23]=[CH:22][CH:21]=4)=[N:11][N:10]3[CH:12]=2)=[O:17])[CH2:20][CH2:19]1. The yield is 0.400. (3) The reactants are [CH2:1]([N:5]([CH2:18][CH2:19][CH2:20][CH3:21])[C:6]1[CH:11]=[CH:10][C:9]([CH:12]=[CH:13][CH:14]=O)=[C:8]([O:16][CH3:17])[CH:7]=1)[CH2:2][CH2:3][CH3:4].[C:22]([C:24]1[C:25](=[C:32]([C:35]#[N:36])[C:33]#[N:34])[O:26][C:27]([CH3:31])([CH3:30])[C:28]=1[CH3:29])#[N:23].C([O-])(=O)C.[NH4+]. The catalyst is C(O)C. The product is [CH2:1]([N:5]([CH2:18][CH2:19][CH2:20][CH3:21])[C:6]1[CH:11]=[CH:10][C:9]([CH:12]=[CH:13][CH:14]=[CH:29][C:28]2[C:27]([CH3:30])([CH3:31])[O:26][C:25](=[C:32]([C:33]#[N:34])[C:35]#[N:36])[C:24]=2[C:22]#[N:23])=[C:8]([O:16][CH3:17])[CH:7]=1)[CH2:2][CH2:3][CH3:4]. The yield is 0.745. (4) The reactants are C(N(CC)CC)C.Cl.[NH2:9][CH2:10][C:11]([C:13]1[CH:18]=[CH:17][CH:16]=[CH:15][CH:14]=1)=[O:12].Cl[C:20](=O)[C:21]([O:23][CH2:24][CH3:25])=[O:22]. The catalyst is ClCCl. The product is [C:13]1([C:11]2[O:12][C:20]([C:21]([O:23][CH2:24][CH3:25])=[O:22])=[N:9][CH:10]=2)[CH:18]=[CH:17][CH:16]=[CH:15][CH:14]=1. The yield is 0.220. (5) The reactants are [Cl:1][C:2]1[CH:7]=[CH:6][C:5]([Cl:8])=[CH:4][C:3]=1[CH2:9][C:10]1[O:14][CH:13]=[N:12][C:11]=1[C:15]([O:17]CC)=[O:16].[Li+].[OH-].Cl. The catalyst is O1CCCC1.O. The product is [Cl:1][C:2]1[CH:7]=[CH:6][C:5]([Cl:8])=[CH:4][C:3]=1[CH2:9][C:10]1[O:14][CH:13]=[N:12][C:11]=1[C:15]([OH:17])=[O:16]. The yield is 0.720.